From a dataset of Reaction yield outcomes from USPTO patents with 853,638 reactions. Predict the reaction yield, written as a fraction of the theoretical maximum amount of product (1.0 means a 100% yield; for example, 0.34 means a 34% yield). (1) The catalyst is C1C=CC=CC=1. The reactants are [C:1]([O:5][C:6]([NH:8][C@H:9]1[C@@H:13]([CH3:14])[CH2:12][N:11]([C:15]2[C:20]([F:21])=[CH:19][C:18]([C:22](=[O:29])[CH2:23][C:24]([O:26][CH2:27][CH3:28])=[O:25])=[C:17](F)[C:16]=2C)[CH2:10]1)=[O:7])([CH3:4])([CH3:3])[CH3:2].CO[CH:34](OC)[N:35]([CH3:37])C.CN(C)C=O.[CH:45]1(N)C[CH2:46]1.[H-].[Na+].[Cl-].[NH4+]. The yield is 0.334. The product is [C:1]([O:5][C:6]([NH:8][C@H:9]1[C@@H:13]([CH3:14])[CH2:12][N:11]([C:15]2[CH:16]=[C:17]3[C:18]([C:22](=[O:29])[C:23]([C:24]([O:26][CH2:27][CH3:28])=[O:25])=[CH:37][N:35]3[CH:34]3[CH2:46][CH2:45]3)=[CH:19][C:20]=2[F:21])[CH2:10]1)=[O:7])([CH3:3])([CH3:4])[CH3:2]. (2) The reactants are [Br:1][C:2]1[CH:7]=[CH:6][C:5](O)=[CH:4][CH:3]=1.[CH2:9](Br)[C:10]1[CH:15]=[CH:14][CH:13]=[CH:12][CH:11]=1.[C:17](=[O:20])([O-])[O-].[Cs+].[Cs+]. No catalyst specified. The product is [CH2:9]([C:6]1[CH:7]=[C:2]([Br:1])[CH:3]=[CH:4][C:5]=1[O:20][C:17]1[CH:6]=[CH:7][C:2]([Br:1])=[CH:3][C:4]=1[CH2:9][C:10]1[CH:15]=[CH:14][CH:13]=[CH:12][CH:11]=1)[C:10]1[CH:15]=[CH:14][CH:13]=[CH:12][CH:11]=1. The yield is 0.820. (3) The reactants are [H-].[H-].[H-].[H-].[Li+].[Al+3].C[O:8][C:9](=O)[C@@H:10]([CH3:20])[CH2:11][O:12][CH2:13][C:14]1[CH:19]=[CH:18][CH:17]=[CH:16][CH:15]=1.[O-]S([O-])(=O)=O.[Na+].[Na+]. The catalyst is C1COCC1. The product is [CH2:13]([O:12][CH2:11][C@H:10]([CH3:20])[CH2:9][OH:8])[C:14]1[CH:19]=[CH:18][CH:17]=[CH:16][CH:15]=1. The yield is 0.760. (4) The catalyst is C(Cl)Cl.CO. The yield is 0.770. The reactants are [CH2:1]([C:4]1[CH:5]=[N:6][C:7]([N:10]2[CH2:15][CH2:14][CH:13]([O:16][C:17]3[S:18][C:19]4[CH:25]=[C:24]([C:26]5[CH2:31][CH2:30][N:29]([S:32]([CH2:35][CH2:36][N:37]6C(=O)C7C(=CC=CC=7)C6=O)(=[O:34])=[O:33])[CH2:28][CH:27]=5)[CH:23]=[CH:22][C:20]=4[N:21]=3)[CH2:12][CH2:11]2)=[N:8][CH:9]=1)[CH2:2][CH3:3].NN. The product is [CH2:1]([C:4]1[CH:5]=[N:6][C:7]([N:10]2[CH2:15][CH2:14][CH:13]([O:16][C:17]3[S:18][C:19]4[CH:25]=[C:24]([C:26]5[CH2:31][CH2:30][N:29]([S:32]([CH2:35][CH2:36][NH2:37])(=[O:34])=[O:33])[CH2:28][CH:27]=5)[CH:23]=[CH:22][C:20]=4[N:21]=3)[CH2:12][CH2:11]2)=[N:8][CH:9]=1)[CH2:2][CH3:3]. (5) The reactants are [OH:1][CH2:2][C:3]1[CH:8]=[CH:7][C:6]([C-:9]2[CH:13]=[C:12]([C:14]3[CH:19]=[CH:18][C:17]([CH2:20][OH:21])=[CH:16][CH:15]=3)[C:11]([C:22]3[CH:27]=[CH:26][CH:25]=[CH:24][CH:23]=3)=[C:10]2[C:28]2[CH:33]=[CH:32][CH:31]=[CH:30][CH:29]=2)=[CH:5][CH:4]=1.[C-:34]1([C:59]2[CH:64]=[CH:63][C:62]([CH2:65][OH:66])=[CH:61][CH:60]=2)[CH:38]=[C:37]([C:39]2[CH:44]=[CH:43][C:42]([CH2:45][OH:46])=[CH:41][CH:40]=2)[C:36]([C:47]2[CH:52]=[CH:51][CH:50]=[CH:49][CH:48]=2)=[C:35]1[C:53]1[CH:58]=[CH:57][CH:56]=[CH:55][CH:54]=1.[Fe+2:67]. The catalyst is CS(C)=O.O. The product is [CH:20]([C:17]1[CH:16]=[CH:15][C:14]([C-:12]2[CH:13]=[C:9]([C:6]3[CH:7]=[CH:8][C:3]([CH:2]=[O:1])=[CH:4][CH:5]=3)[C:10]([C:28]3[CH:33]=[CH:32][CH:31]=[CH:30][CH:29]=3)=[C:11]2[C:22]2[CH:27]=[CH:26][CH:25]=[CH:24][CH:23]=2)=[CH:19][CH:18]=1)=[O:21].[C-:37]1([C:39]2[CH:40]=[CH:41][C:42]([CH:45]=[O:46])=[CH:43][CH:44]=2)[CH:38]=[C:34]([C:59]2[CH:60]=[CH:61][C:62]([CH:65]=[O:66])=[CH:63][CH:64]=2)[C:35]([C:53]2[CH:58]=[CH:57][CH:56]=[CH:55][CH:54]=2)=[C:36]1[C:47]1[CH:52]=[CH:51][CH:50]=[CH:49][CH:48]=1.[Fe+2:67]. The yield is 0.990. (6) The reactants are [NH2:1][C:2]1[C:3](=[O:24])[NH:4][C:5]2[C:11]([O:12][C:13]3[C:22]4[C:17](=[CH:18][CH:19]=[CH:20][CH:21]=4)[C:16]([NH2:23])=[CH:15][CH:14]=3)=[CH:10][CH:9]=[N:8][C:6]=2[N:7]=1.[F:25][C:26]1[CH:31]=[CH:30][C:29]([C:32]([F:35])([F:34])[F:33])=[CH:28][C:27]=1[N:36]=[C:37]=[O:38]. No catalyst specified. The product is [NH2:1][C:2]1[C:3](=[O:24])[NH:4][C:5]2[C:11]([O:12][C:13]3[C:22]4[C:17](=[CH:18][CH:19]=[CH:20][CH:21]=4)[C:16]([NH:23][C:37]([NH:36][C:27]4[CH:28]=[C:29]([C:32]([F:33])([F:35])[F:34])[CH:30]=[CH:31][C:26]=4[F:25])=[O:38])=[CH:15][CH:14]=3)=[CH:10][CH:9]=[N:8][C:6]=2[N:7]=1. The yield is 0.380.